Dataset: Forward reaction prediction with 1.9M reactions from USPTO patents (1976-2016). Task: Predict the product of the given reaction. (1) Given the reactants [Cl:1][C:2]1[S:6][C:5]([C:7]([NH:9][C:10]2[C:11]([C:15]([O:17]C)=[O:16])=[N:12][S:13][CH:14]=2)=[O:8])=[CH:4][CH:3]=1.O.[OH-].[Li+], predict the reaction product. The product is: [Cl:1][C:2]1[S:6][C:5]([C:7]([NH:9][C:10]2[C:11]([C:15]([OH:17])=[O:16])=[N:12][S:13][CH:14]=2)=[O:8])=[CH:4][CH:3]=1. (2) Given the reactants [Cl:1][C:2]1[CH:16]=[CH:15][C:5]([CH2:6][N:7]2[CH:11]=[CH:10][CH:9]=[C:8]2[C:12]([OH:14])=O)=[CH:4][CH:3]=1.CCN(C(C)C)C(C)C.C(Cl)CCl.C1C=CC2N(O)N=NC=2C=1.[NH:40]1[CH2:45][CH2:44][CH:43]([C:46]([O:48][CH2:49][CH3:50])=[O:47])[CH2:42][CH2:41]1, predict the reaction product. The product is: [Cl:1][C:2]1[CH:3]=[CH:4][C:5]([CH2:6][N:7]2[CH:11]=[CH:10][CH:9]=[C:8]2[C:12]([N:40]2[CH2:45][CH2:44][CH:43]([C:46]([O:48][CH2:49][CH3:50])=[O:47])[CH2:42][CH2:41]2)=[O:14])=[CH:15][CH:16]=1. (3) The product is: [F:1][C:2]1[C:3]([N:11]2[N:15]=[CH:14][CH:13]=[N:12]2)=[C:4]([CH:8]=[CH:9][CH:10]=1)[C:5]([N:34]1[C@H:27]2[C@H:32]([CH2:31][CH2:30][N:29]([C:35]([O:37][C:38]([CH3:41])([CH3:40])[CH3:39])=[O:36])[CH2:28]2)[CH2:33]1)=[O:7]. Given the reactants [F:1][C:2]1[C:3]([N:11]2[N:15]=[CH:14][CH:13]=[N:12]2)=[C:4]([CH:8]=[CH:9][CH:10]=1)[C:5]([OH:7])=O.CN(C=O)C.C(Cl)(=O)C(Cl)=O.[C@H:27]12[NH:34][CH2:33][C@H:32]1[CH2:31][CH2:30][N:29]([C:35]([O:37][C:38]([CH3:41])([CH3:40])[CH3:39])=[O:36])[CH2:28]2, predict the reaction product. (4) Given the reactants Br[C:2]1[CH:3]=[CH:4][C:5]([CH:8]([OH:10])[CH3:9])=[N:6][CH:7]=1.CC1(C)C(C)(C)OB([C:19]2[CH2:20][CH2:21][N:22]([C:25]([O:27][C:28]([CH3:31])([CH3:30])[CH3:29])=[O:26])[CH2:23][CH:24]=2)O1, predict the reaction product. The product is: [OH:10][CH:8]([C:5]1[CH:4]=[CH:3][C:2]([C:19]2[CH2:24][CH2:23][N:22]([C:25]([O:27][C:28]([CH3:31])([CH3:30])[CH3:29])=[O:26])[CH2:21][CH:20]=2)=[CH:7][N:6]=1)[CH3:9].